Dataset: Forward reaction prediction with 1.9M reactions from USPTO patents (1976-2016). Task: Predict the product of the given reaction. Given the reactants [NH2:1][C:2]1[C:7]([C:8]([C:10]2[C:15]([O:16][CH3:17])=[CH:14][CH:13]=[C:12]([F:18])[C:11]=2[F:19])=[O:9])=[CH:6][N:5]=[C:4]([NH:20][CH:21]2[CH2:24][NH:23][CH2:22]2)[N:3]=1.C(N(CC)CC)C.[CH3:32][S:33](O[S:33]([CH3:32])(=[O:35])=[O:34])(=[O:35])=[O:34], predict the reaction product. The product is: [NH2:1][C:2]1[C:7]([C:8]([C:10]2[C:15]([O:16][CH3:17])=[CH:14][CH:13]=[C:12]([F:18])[C:11]=2[F:19])=[O:9])=[CH:6][N:5]=[C:4]([NH:20][CH:21]2[CH2:24][N:23]([S:33]([CH3:32])(=[O:35])=[O:34])[CH2:22]2)[N:3]=1.